From a dataset of Reaction yield outcomes from USPTO patents with 853,638 reactions. Predict the reaction yield, written as a fraction of the theoretical maximum amount of product (1.0 means a 100% yield; for example, 0.34 means a 34% yield). (1) The catalyst is C1C=CC(P(C2C=CC=CC=2)[C-]2C=CC=C2)=CC=1.C1C=CC(P(C2C=CC=CC=2)[C-]2C=CC=C2)=CC=1.Cl[Pd]Cl.[Fe+2].O.C(#N)C. The reactants are Br[C:2]1[CH:3]=[C:4]([NH:10][C:11]2[CH:16]=[CH:15][C:14]([N:17]3[CH2:22][CH2:21][N:20]([CH:23]4[CH2:26][O:25][CH2:24]4)[CH2:19][C:18]3([CH3:28])[CH3:27])=[CH:13][N:12]=2)[C:5](=[O:9])[N:6]([CH3:8])[CH:7]=1.[C:29]([O:32][CH2:33][C:34]1[C:35]([N:49]2[CH2:61][CH2:60][N:52]3[C:53]4[CH2:54][CH2:55][CH2:56][CH2:57][C:58]=4[CH:59]=[C:51]3[C:50]2=[O:62])=[N:36][CH:37]=[CH:38][C:39]=1B1OC(C)(C)C(C)(C)O1)(=[O:31])[CH3:30].[O-]P([O-])([O-])=O.[K+].[K+].[K+].C([O-])(=O)C.[Na+]. The yield is 0.310. The product is [C:29]([O:32][CH2:33][C:34]1[C:35]([N:49]2[CH2:61][CH2:60][N:52]3[C:53]4[CH2:54][CH2:55][CH2:56][CH2:57][C:58]=4[CH:59]=[C:51]3[C:50]2=[O:62])=[N:36][CH:37]=[CH:38][C:39]=1[C:2]1[CH:3]=[C:4]([NH:10][C:11]2[CH:16]=[CH:15][C:14]([N:17]3[CH2:22][CH2:21][N:20]([CH:23]4[CH2:24][O:25][CH2:26]4)[CH2:19][C:18]3([CH3:27])[CH3:28])=[CH:13][N:12]=2)[C:5](=[O:9])[N:6]([CH3:8])[CH:7]=1)(=[O:31])[CH3:30]. (2) The reactants are [CH2:1]([O:3][C:4](=[O:26])[C:5]([CH3:25])([CH3:24])[CH2:6][CH2:7][CH2:8][CH2:9][C:10](=[CH2:23])[CH2:11][CH2:12][CH2:13][CH2:14][C:15]([CH3:22])([CH3:21])[C:16]([O:18][CH2:19][CH3:20])=[O:17])[CH3:2].B.CSC.[OH:31]O.[OH-].[Na+]. The catalyst is C1COCC1. The product is [CH2:1]([O:3][C:4](=[O:26])[C:5]([CH3:24])([CH3:25])[CH2:6][CH2:7][CH2:8][CH2:9][CH:10]([CH2:23][OH:31])[CH2:11][CH2:12][CH2:13][CH2:14][C:15]([CH3:22])([CH3:21])[C:16]([O:18][CH2:19][CH3:20])=[O:17])[CH3:2]. The yield is 0.770. (3) The reactants are [Br:1][C:2]1[CH:10]=[CH:9][CH:8]=[C:7]2[C:3]=1[C:4](O)([C:17]1[C:25]([OH:26])=[CH:24][C:20]3[O:21][CH2:22][O:23][C:19]=3[CH:18]=1)[C:5](=[O:16])[N:6]2[CH2:11][CH2:12][CH2:13][CH2:14][CH3:15].FC(F)(F)C(O)=O.C([SiH](CC)CC)C. The catalyst is ClCCl. The product is [Br:1][C:2]1[CH:10]=[CH:9][CH:8]=[C:7]2[C:3]=1[CH:4]([C:17]1[C:25]([OH:26])=[CH:24][C:20]3[O:21][CH2:22][O:23][C:19]=3[CH:18]=1)[C:5](=[O:16])[N:6]2[CH2:11][CH2:12][CH2:13][CH2:14][CH3:15]. The yield is 0.490. (4) The reactants are [F:1][C:2]1[CH:7]=[CH:6][C:5]([C:8](=[C:24]2[CH2:29][C:28]([CH3:31])([CH3:30])[CH2:27][C:26]([CH3:33])([CH3:32])[CH2:25]2)[C:9]2[CH:14]=[CH:13][C:12]([O:15][CH2:16][CH2:17][CH2:18][C:19]([O:21]CC)=[O:20])=[CH:11][CH:10]=2)=[CH:4][CH:3]=1.[OH-].[Na+].Cl. The catalyst is C1COCC1.CCO. The product is [F:1][C:2]1[CH:7]=[CH:6][C:5]([C:8](=[C:24]2[CH2:29][C:28]([CH3:31])([CH3:30])[CH2:27][C:26]([CH3:33])([CH3:32])[CH2:25]2)[C:9]2[CH:14]=[CH:13][C:12]([O:15][CH2:16][CH2:17][CH2:18][C:19]([OH:21])=[O:20])=[CH:11][CH:10]=2)=[CH:4][CH:3]=1. The yield is 0.840. (5) The reactants are [H-].[H-].[H-].[H-].[Li+].[Al+3].[F:7][C:8]1[CH:13]=[CH:12][C:11]([N:14]=[CH:15][C:16]2[C:17]([NH:24][CH3:25])=[N:18][C:19]([S:22][CH3:23])=[N:20][CH:21]=2)=[CH:10][C:9]=1[N+:26]([O-:28])=[O:27].[OH-].[Na+]. The catalyst is C1COCC1. The product is [F:7][C:8]1[CH:13]=[CH:12][C:11]([NH:14][CH2:15][C:16]2[C:17]([NH:24][CH3:25])=[N:18][C:19]([S:22][CH3:23])=[N:20][CH:21]=2)=[CH:10][C:9]=1[N+:26]([O-:28])=[O:27]. The yield is 0.560. (6) The reactants are [CH3:1][CH2:2][CH2:3][CH2:4][NH:5][C:6]1[CH:7]=[C:8]([C:23]([OH:25])=[O:24])[CH:9]=[C:10]([S:19]([NH2:22])(=[O:21])=[O:20])[C:11]=1[O:12][C:13]1[CH:14]=[CH:15][CH:16]=[CH:17][CH:18]=1.S(Cl)(Cl)=O.[CH3:30]O. No catalyst specified. The product is [NH2:22][S:19]([C:10]1[CH:9]=[C:8]([CH:7]=[C:6]([NH:5][CH2:4][CH2:3][CH2:2][CH3:1])[C:11]=1[O:12][C:13]1[CH:18]=[CH:17][CH:16]=[CH:15][CH:14]=1)[C:23]([O:25][CH3:30])=[O:24])(=[O:21])=[O:20]. The yield is 0.890.